This data is from Catalyst prediction with 721,799 reactions and 888 catalyst types from USPTO. The task is: Predict which catalyst facilitates the given reaction. (1) Reactant: [CH3:1][C:2]1([CH3:16])[CH2:6][C:5]2[CH:7]=[CH:8][CH:9]=[C:10]([C:11]([O:13][CH2:14][CH3:15])=[O:12])[C:4]=2[O:3]1.[N+:17]([O-])([OH:19])=[O:18]. Product: [CH3:1][C:2]1([CH3:16])[CH2:6][C:5]2[CH:7]=[C:8]([N+:17]([O-:19])=[O:18])[CH:9]=[C:10]([C:11]([O:13][CH2:14][CH3:15])=[O:12])[C:4]=2[O:3]1. The catalyst class is: 55. (2) Reactant: [NH2:1][C:2]1[C:3]([C:24]2[CH:33]=[CH:32][C:27]([C:28]([O:30][CH3:31])=[O:29])=[C:26]([F:34])[CH:25]=2)=[N:4][C:5]([C:8]2[CH2:13][CH2:12][C:11](=[O:14])[N:10](CC3C=CC(OC)=CC=3)[CH:9]=2)=[CH:6][N:7]=1. Product: [NH2:1][C:2]1[C:3]([C:24]2[CH:33]=[CH:32][C:27]([C:28]([O:30][CH3:31])=[O:29])=[C:26]([F:34])[CH:25]=2)=[N:4][C:5]([CH:8]2[CH2:13][CH2:12][C:11](=[O:14])[NH:10][CH2:9]2)=[CH:6][N:7]=1. The catalyst class is: 19. (3) Reactant: [CH2:1]([N:8]([CH2:19][C:20]1[CH:25]=[CH:24][CH:23]=[CH:22][CH:21]=1)[C@@H:9]([C:15](=[O:18])[CH2:16][CH3:17])[C:10]([O:12][CH2:13][CH3:14])=[O:11])[C:2]1[CH:7]=[CH:6][CH:5]=[CH:4][CH:3]=1.[NH4+].[Cl-].[BH4-].[Na+].[CH3:30]CO. The catalyst class is: 6. Product: [CH2:19]([N:8]([CH2:1][C:2]1[CH:3]=[CH:4][CH:5]=[CH:6][CH:7]=1)[C@@H:9]([C@H:15]([OH:18])[CH:16]([CH3:30])[CH3:17])[C:10]([O:12][CH2:13][CH3:14])=[O:11])[C:20]1[CH:21]=[CH:22][CH:23]=[CH:24][CH:25]=1. (4) Reactant: [NH2:1][C:2]1[CH:3]=[C:4]([CH:19]=[CH:20][CH:21]=1)[CH2:5][C:6]1[C:11](=[O:12])[CH:10]=[CH:9][N:8]([C:13]2[CH:18]=[CH:17][CH:16]=[CH:15][CH:14]=2)[N:7]=1.[C:22](Cl)(=[O:24])[CH3:23].CCN(C(C)C)C(C)C.C(Cl)Cl. Product: [O:12]=[C:11]1[CH:10]=[CH:9][N:8]([C:13]2[CH:18]=[CH:17][CH:16]=[CH:15][CH:14]=2)[N:7]=[C:6]1[CH2:5][C:4]1[CH:3]=[C:2]([NH:1][C:22](=[O:24])[CH3:23])[CH:21]=[CH:20][CH:19]=1. The catalyst class is: 1. (5) Reactant: C([N:9]1[C@H:16]2[C@H:12]([N:13]([C:17]([O:19][CH2:20][C:21]3[C:26]([C:27]([F:30])([F:29])[F:28])=[CH:25][CH:24]=[CH:23][C:22]=3[F:31])=[O:18])[CH2:14]C2)[C@@H](O)C1)(=O)C1C=CC=CC=1.C(N1C=CN=C1)(N1C=CN=C1)=O.FC1C=CC=C(C(F)(F)F)C=1CO. Product: [N:13]1([C:17]([O:19][CH2:20][C:21]2[C:26]([C:27]([F:30])([F:29])[F:28])=[CH:25][CH:24]=[CH:23][C:22]=2[F:31])=[O:18])[CH:12]=[CH:16][N:9]=[CH:14]1. The catalyst class is: 4. (6) Reactant: C[O:2][C:3]([CH:5]1[CH2:10][N:9]([C:11]([C:13]2[C:21]3[C:16](=[CH:17][CH:18]=[CH:19][CH:20]=3)[N:15]([C:22]3[CH:27]=[CH:26][CH:25]=[CH:24][CH:23]=3)[C:14]=2[O:28][C:29]2[CH:34]=[CH:33][CH:32]=[CH:31][CH:30]=2)=[O:12])[CH2:8][CH2:7][N:6]1C(OC(C)(C)C)=O)=O.[BH4-].[Li+]. Product: [OH:2][CH2:3][CH:5]1[NH:6][CH2:7][CH2:8][N:9]([C:11]([C:13]2[C:21]3[C:16](=[CH:17][CH:18]=[CH:19][CH:20]=3)[N:15]([C:22]3[CH:27]=[CH:26][CH:25]=[CH:24][CH:23]=3)[C:14]=2[O:28][C:29]2[CH:34]=[CH:33][CH:32]=[CH:31][CH:30]=2)=[O:12])[CH2:10]1. The catalyst class is: 1. (7) Reactant: [CH2:1]([P:3]([CH2:6][CH3:7])[CH2:4][CH3:5])[CH3:2].[CH3:8][O:9][CH2:10][CH2:11][Cl:12]. Product: [Cl-:12].[CH3:8][O:9][CH2:10][CH2:11][P+:3]([CH2:6][CH3:7])([CH2:4][CH3:5])[CH2:1][CH3:2]. The catalyst class is: 11.